From a dataset of Full USPTO retrosynthesis dataset with 1.9M reactions from patents (1976-2016). Predict the reactants needed to synthesize the given product. (1) Given the product [Cl:1][C:2]1[CH:10]=[CH:9][C:8]([C:11]2[C:12]([C@@H:29]([NH:39][C:40](=[O:57])[CH2:41][N:42]3[C:46]4[C:47]([F:52])([F:51])[C@@H:48]5[CH2:50][C@@H:49]5[C:45]=4[C:44]([C:53]([F:54])([F:55])[F:56])=[N:43]3)[CH2:30][C:31]3[CH:36]=[C:35]([F:37])[CH:34]=[C:33]([F:38])[CH:32]=3)=[N:13][C:14]([C:17]#[C:18][C:19]([CH3:20])([NH:21][CH:26]3[CH2:27][N:24]([CH3:23])[CH2:25]3)[CH3:28])=[CH:15][CH:16]=2)=[C:7]2[C:3]=1[C:4]([NH:59][S:60]([CH3:63])(=[O:61])=[O:62])=[N:5][N:6]2[CH3:58], predict the reactants needed to synthesize it. The reactants are: [Cl:1][C:2]1[CH:10]=[CH:9][C:8]([C:11]2[C:12]([C@@H:29]([NH:39][C:40](=[O:57])[CH2:41][N:42]3[C:46]4[C:47]([F:52])([F:51])[C@@H:48]5[CH2:50][C@@H:49]5[C:45]=4[C:44]([C:53]([F:56])([F:55])[F:54])=[N:43]3)[CH2:30][C:31]3[CH:36]=[C:35]([F:37])[CH:34]=[C:33]([F:38])[CH:32]=3)=[N:13][C:14]([C:17]#[C:18][C:19]([CH3:28])([N:21]3[CH2:26][CH2:25][N:24]([CH3:27])[CH2:23]C3)[CH3:20])=[CH:15][CH:16]=2)=[C:7]2[C:3]=1[C:4]([NH:59][S:60]([CH3:63])(=[O:62])=[O:61])=[N:5][N:6]2[CH3:58].CN1CC(N)C1. (2) Given the product [CH3:14][O:15][C:16](=[O:34])[CH2:17][C:18]1[CH:19]=[C:20]([C:2]2[CH:9]=[CH:8][C:7]([C:10]([F:13])([F:12])[F:11])=[CH:6][C:3]=2[CH:4]=[O:5])[C:21]([F:24])=[CH:22][CH:23]=1, predict the reactants needed to synthesize it. The reactants are: Br[C:2]1[CH:9]=[CH:8][C:7]([C:10]([F:13])([F:12])[F:11])=[CH:6][C:3]=1[CH:4]=[O:5].[CH3:14][O:15][C:16](=[O:34])[CH2:17][C:18]1[CH:23]=[CH:22][C:21]([F:24])=[C:20](B2OC(C)(C)C(C)(C)O2)[CH:19]=1. (3) Given the product [O:22]1[C:23]2[CH:29]=[CH:28][CH:27]=[CH:26][C:24]=2[CH:25]=[C:21]1[CH2:20][O:16][C:11]1[CH:12]=[C:13]2[C:8](=[CH:9][CH:10]=1)[CH2:7][CH:6]([CH2:5][CH2:4][N:2]([CH3:3])[CH3:1])[CH2:15][CH2:14]2, predict the reactants needed to synthesize it. The reactants are: [CH3:1][N:2]([CH2:4][CH2:5][CH:6]1[CH2:15][CH2:14][C:13]2[C:8](=[CH:9][CH:10]=[C:11]([OH:16])[CH:12]=2)[CH2:7]1)[CH3:3].[H-].[Na+].Cl[CH2:20][C:21]1[O:22][C:23]2[CH:29]=[CH:28][CH:27]=[CH:26][C:24]=2[CH:25]=1. (4) Given the product [CH:1]([S:4]([C:5]1[C:6]([C@H:11]2[C@@H:15]([C:16]([O:18][CH2:19][CH3:20])=[O:17])[CH2:14][CH2:13][N:12]2[C:21]([O:23][C:24]([CH3:27])([CH3:25])[CH3:26])=[O:22])=[N:7][CH:8]=[CH:9][CH:10]=1)(=[O:28])=[O:34])([CH3:3])[CH3:2], predict the reactants needed to synthesize it. The reactants are: [CH:1]([S:4][C:5]1[C:6]([C@H:11]2[C@@H:15]([C:16]([O:18][CH2:19][CH3:20])=[O:17])[CH2:14][CH2:13][N:12]2[C:21]([O:23][C:24]([CH3:27])([CH3:26])[CH3:25])=[O:22])=[N:7][CH:8]=[CH:9][CH:10]=1)([CH3:3])[CH3:2].[OH:28]OS([O-])=O.[K+].[OH2:34]. (5) Given the product [C:15]([O:19][C:20]([N:22]1[CH2:27][CH2:26][CH:25]([CH2:28][CH2:29][O:8][C:5]2[CH:6]=[CH:7][C:2]([F:1])=[CH:3][CH:4]=2)[CH2:24][CH2:23]1)=[O:21])([CH3:18])([CH3:17])[CH3:16].[F:1][C:2]1[CH:7]=[CH:6][C:5]([O:8][CH2:29][CH2:28][CH:25]2[CH2:26][CH2:27][N:22]([CH2:32][C:33]3[N:37]([CH3:38])[C:36]4[CH:39]=[CH:40][CH:41]=[CH:42][C:35]=4[N:34]=3)[CH2:23][CH2:24]2)=[CH:4][CH:3]=1, predict the reactants needed to synthesize it. The reactants are: [F:1][C:2]1[CH:7]=[CH:6][C:5]([OH:8])=[CH:4][CH:3]=1.C(=O)([O-])[O-].[K+].[K+].[C:15]([O:19][C:20]([N:22]1[CH2:27][CH2:26][CH:25]([CH2:28][CH2:29]Br)[CH2:24][CH2:23]1)=[O:21])([CH3:18])([CH3:17])[CH3:16].Cl[CH2:32][C:33]1[N:37]([CH3:38])[C:36]2[CH:39]=[CH:40][CH:41]=[CH:42][C:35]=2[N:34]=1. (6) Given the product [CH3:1][O:2][C:3]([C:4]1[CH:9]=[CH:8][C:7]2[N:10]=[C:16]([C:15]3[C:18]([CH3:22])=[CH:19][CH:20]=[CH:21][C:14]=3[CH3:13])[NH:11][C:6]=2[CH:5]=1)=[O:12], predict the reactants needed to synthesize it. The reactants are: [CH3:1][O:2][C:3](=[O:12])[C:4]1[CH:9]=[CH:8][C:7]([NH2:10])=[C:6]([NH2:11])[CH:5]=1.[CH3:13][C:14]1[CH:21]=[CH:20][CH:19]=[C:18]([CH3:22])[C:15]=1[CH:16]=O.C(S([O-])(=O)=O)(F)(F)F.C(S([O-])(=O)=O)(F)(F)F.C(S([O-])(=O)=O)(F)(F)F.[Yb+3].O. (7) Given the product [F:28][C:27]([F:29])([F:30])[C:20]1[CH:21]=[C:22]([CH:23]=[C:18]([N+:15]([O-:17])=[O:16])[CH:19]=1)[O:8][C:4]1[CH:3]=[C:2]([NH2:1])[CH:7]=[CH:6][CH:5]=1, predict the reactants needed to synthesize it. The reactants are: [NH2:1][C:2]1[CH:3]=[C:4]([OH:8])[CH:5]=[CH:6][CH:7]=1.C([O-])([O-])=O.[K+].[K+].[N+:15]([C:18]1[CH:19]=[C:20]([C:27]([F:30])([F:29])[F:28])[CH:21]=[C:22]([N+]([O-])=O)[CH:23]=1)([O-:17])=[O:16]. (8) Given the product [NH:19]1[CH2:20][CH2:21][CH:17]([N:13]2[C:14]3[C:10](=[CH:9][C:8]([NH:7][C:6]([C:2]4[S:1][CH:5]=[CH:4][CH:3]=4)=[NH:29])=[CH:16][CH:15]=3)[CH2:11][CH2:12]2)[CH2:18]1, predict the reactants needed to synthesize it. The reactants are: [S:1]1[CH:5]=[CH:4][CH:3]=[C:2]1[C:6](=[NH:29])[NH:7][C:8]1[CH:9]=[C:10]2[C:14](=[CH:15][CH:16]=1)[N:13]([CH:17]1[CH2:21][CH2:20][N:19](C(OC(C)(C)C)=O)[CH2:18]1)[CH2:12][CH2:11]2.Cl.